Task: Predict the product of the given reaction.. Dataset: Forward reaction prediction with 1.9M reactions from USPTO patents (1976-2016) Given the reactants Cl[CH2:2][CH2:3][O:4][C:5]1[CH:6]=[C:7]([NH:11][C:12]2[N:17]=[C:16]([C:18]3[C:19]([C:27]4[CH:28]=[C:29]([NH:33]C(=O)C(F)(F)F)[CH:30]=[CH:31][CH:32]=4)=[N:20][N:21]4[CH:26]=[CH:25][CH:24]=[CH:23][C:22]=34)[CH:15]=[CH:14][N:13]=2)[CH:8]=[CH:9][CH:10]=1.[NH:40]1[CH2:44][CH2:43][CH2:42][CH2:41]1, predict the reaction product. The product is: [NH2:33][C:29]1[CH:28]=[C:27]([C:19]2[C:18]([C:16]3[CH:15]=[CH:14][N:13]=[C:12]([NH:11][C:7]4[CH:8]=[CH:9][CH:10]=[C:5]([O:4][CH2:3][CH2:2][N:40]5[CH2:44][CH2:43][CH2:42][CH2:41]5)[CH:6]=4)[N:17]=3)=[C:22]3[CH:23]=[CH:24][CH:25]=[CH:26][N:21]3[N:20]=2)[CH:32]=[CH:31][CH:30]=1.